This data is from Reaction yield outcomes from USPTO patents with 853,638 reactions. The task is: Predict the reaction yield, written as a fraction of the theoretical maximum amount of product (1.0 means a 100% yield; for example, 0.34 means a 34% yield). (1) The reactants are [OH:1][C:2]1[CH:3]=[C:4]2[C:8](=[CH:9][CH:10]=1)[NH:7][CH:6]=[CH:5]2.[CH3:11][O:12][CH2:13][CH2:14]I.CC(C)=O.C([O-])([O-])=O.[K+].[K+].COCCI. The catalyst is C1(C)C=CC=CC=1.CC(C)=O. The product is [CH3:11][O:12][CH2:13][CH2:14][O:1][C:2]1[CH:3]=[C:4]2[C:8](=[CH:9][CH:10]=1)[NH:7][CH:6]=[CH:5]2. The yield is 0.860. (2) The catalyst is C(Cl)Cl.CCOC(C)=O. The yield is 0.830. The reactants are FC(F)(F)C(O)=O.[C:8]1([C:14]2[CH:19]=[C:18]([CH:20]3[CH2:25][CH2:24][NH:23][CH2:22][CH2:21]3)[CH:17]=[CH:16][C:15]=2[NH:26][C:27]([C:29]2[NH:30][CH:31]=[C:32]([C:34]#[N:35])[N:33]=2)=[O:28])[CH2:13][CH2:12][CH2:11][CH2:10][CH:9]=1.CCN(CC)CC.Cl.[C:44](Cl)(=[O:51])[C:45]1[CH:50]=[CH:49][CH:48]=[N:47][CH:46]=1.CO. The product is [C:8]1([C:14]2[CH:19]=[C:18]([CH:20]3[CH2:21][CH2:22][N:23]([C:44]([C:45]4[CH:46]=[N:47][CH:48]=[CH:49][CH:50]=4)=[O:51])[CH2:24][CH2:25]3)[CH:17]=[CH:16][C:15]=2[NH:26][C:27]([C:29]2[NH:30][CH:31]=[C:32]([C:34]#[N:35])[N:33]=2)=[O:28])[CH2:13][CH2:12][CH2:11][CH2:10][CH:9]=1. (3) The reactants are Cl.Br[CH2:3][C:4]1[CH:9]=[CH:8][N:7]=[CH:6][CH:5]=1.C(=O)([O-])[O-].[K+].[K+].[Br:16][C:17]1[CH:22]=[CH:21][C:20]([SH:23])=[CH:19][CH:18]=1.C(OCC)(=O)C. The catalyst is C1COCC1.O. The product is [Br:16][C:17]1[CH:22]=[CH:21][C:20]([S:23][CH2:3][C:4]2[CH:9]=[CH:8][N:7]=[CH:6][CH:5]=2)=[CH:19][CH:18]=1. The yield is 0.820.